Dataset: Peptide-MHC class II binding affinity with 134,281 pairs from IEDB. Task: Regression. Given a peptide amino acid sequence and an MHC pseudo amino acid sequence, predict their binding affinity value. This is MHC class II binding data. (1) The peptide sequence is GIRHLFGNYITNDSY. The MHC is DRB1_0101 with pseudo-sequence DRB1_0101. The binding affinity (normalized) is 1.00. (2) The peptide sequence is ECKYFAATQFEPLAA. The MHC is HLA-DPA10103-DPB10401 with pseudo-sequence HLA-DPA10103-DPB10401. The binding affinity (normalized) is 0.879. (3) The peptide sequence is GFLNEDHWASRENSG. The MHC is DRB3_0301 with pseudo-sequence DRB3_0301. The binding affinity (normalized) is 0.638.